Dataset: Full USPTO retrosynthesis dataset with 1.9M reactions from patents (1976-2016). Task: Predict the reactants needed to synthesize the given product. (1) Given the product [CH2:1]([C:3]1[C:8](=[O:9])[NH:7][C:6]([CH3:10])=[C:5]([C:11]2[CH:12]=[N:13][CH:14]=[C:15]([C:17]([NH:20][CH2:21][CH2:22][C:23]3[CH:31]=[CH:30][C:26]([C:27]([OH:29])=[O:28])=[CH:25][CH:24]=3)=[O:19])[CH:16]=2)[CH:4]=1)[CH3:2], predict the reactants needed to synthesize it. The reactants are: [CH2:1]([C:3]1[C:8](=[O:9])[NH:7][C:6]([CH3:10])=[C:5]([C:11]2[CH:12]=[N:13][CH:14]=[C:15]([C:17]([OH:19])=O)[CH:16]=2)[CH:4]=1)[CH3:2].[NH2:20][CH2:21][CH2:22][C:23]1[CH:31]=[CH:30][C:26]([C:27]([OH:29])=[O:28])=[CH:25][CH:24]=1. (2) The reactants are: [OH:1][CH2:2][CH2:3][C:4]1[CH:5]=[C:6]([OH:10])[CH:7]=[CH:8][CH:9]=1.[CH3:11][C:12]([Si:15](Cl)([CH3:17])[CH3:16])([CH3:14])[CH3:13].N1C=CN=C1.O. Given the product [Si:15]([O:1][CH2:2][CH2:3][C:4]1[CH:5]=[C:6]([OH:10])[CH:7]=[CH:8][CH:9]=1)([C:12]([CH3:14])([CH3:13])[CH3:11])([CH3:17])[CH3:16], predict the reactants needed to synthesize it. (3) Given the product [CH3:1][O:2][C:3]1[CH:8]=[CH:7][CH:6]=[CH:5][C:4]=1[C:9]1[NH:10][C:11]2[C:16]([CH:17]=1)=[CH:15][C:14]([CH:18]1[CH2:23][CH2:22][NH:21][CH2:20][CH2:19]1)=[CH:13][CH:12]=2, predict the reactants needed to synthesize it. The reactants are: [CH3:1][O:2][C:3]1[CH:8]=[CH:7][CH:6]=[CH:5][C:4]=1[C:9]1[NH:10][C:11]2[C:16]([CH:17]=1)=[CH:15][C:14]([CH:18]1[CH2:23][CH2:22][N:21](C(OC(C)(C)C)=O)[CH2:20][CH2:19]1)=[CH:13][CH:12]=2.C(O)(C(F)(F)F)=O. (4) The reactants are: [Br:1][C:2]1[C:10]2[O:9][CH:8]=[C:7]([CH3:11])[C:6]=2[C:5]([F:12])=[C:4]([F:13])[CH:3]=1.BrN1[C:19](=[O:20])CCC1=O.C(OOC(=O)C1C=CC=CC=1)(=O)C1C=CC=CC=1. Given the product [Br:1][C:2]1[C:10]2[O:9][CH:8]=[C:7]([CH2:11][O:20][CH3:19])[C:6]=2[C:5]([F:12])=[C:4]([F:13])[CH:3]=1, predict the reactants needed to synthesize it. (5) Given the product [S:19]1[CH:20]=[CH:21][N:22]=[C:18]1[C:16]1[CH:15]=[CH:14][N:13]=[C:12]([NH:11][C:8]2[CH:7]=[CH:6][C:5]([C:4]([OH:23])=[O:3])=[CH:10][CH:9]=2)[N:17]=1, predict the reactants needed to synthesize it. The reactants are: C([O:3][C:4](=[O:23])[C:5]1[CH:10]=[CH:9][C:8]([NH:11][C:12]2[N:17]=[C:16]([C:18]3[S:19][CH:20]=[CH:21][N:22]=3)[CH:15]=[CH:14][N:13]=2)=[CH:7][CH:6]=1)C.C(OC(=O)C1C=CC(NC2N=C(C3C=NC=CC=3)C=CN=2)=CC=1)C. (6) Given the product [CH:29]([C:27]1[N:28]=[C:24]([CH2:23][CH2:22][C:20]2[CH:19]=[CH:18][N:5]3[C:6](=[O:17])[C:7](/[CH:8]=[CH:9]/[C:10]([O:12][C:13]([CH3:15])([CH3:16])[CH3:14])=[O:11])=[C:2]([O:1][CH2:47][CH:48]4[CH2:52][CH2:51][O:50][CH2:49]4)[N:3]=[C:4]3[CH:21]=2)[S:25][CH:26]=1)([CH3:31])[CH3:30], predict the reactants needed to synthesize it. The reactants are: [OH:1][C:2]1[N:3]=[C:4]2[CH:21]=[C:20]([CH2:22][CH2:23][C:24]3[S:25][CH:26]=[C:27]([CH:29]([CH3:31])[CH3:30])[N:28]=3)[CH:19]=[CH:18][N:5]2[C:6](=[O:17])[C:7]=1/[CH:8]=[CH:9]/[C:10]([O:12][C:13]([CH3:16])([CH3:15])[CH3:14])=[O:11].CN(C)C=O.C(N(C(C)C)CC)(C)C.I[CH2:47][CH:48]1[CH2:52][CH2:51][O:50][CH2:49]1. (7) Given the product [C:49]([Si:39]1([C:35]([CH3:38])([CH3:37])[CH3:36])[O:44][C@H:43]2[C@H:45]([O:48][C:19]3[N:18]([CH2:25][O:26][CH2:27][CH2:28][Si:29]([CH3:32])([CH3:31])[CH3:30])[C:17]4[CH:33]=[C:13]([Cl:12])[C:14]([I:34])=[CH:15][C:16]=4[N:20]=3)[CH2:46][O:47][C@@H:42]2[CH2:41][O:40]1)([CH3:52])([CH3:51])[CH3:50], predict the reactants needed to synthesize it. The reactants are: C1CCN2C(=NCCC2)CC1.[Cl:12][C:13]1[C:14]([I:34])=[CH:15][C:16]2[N:20]=[C:19](S(C)(=O)=O)[N:18]([CH2:25][O:26][CH2:27][CH2:28][Si:29]([CH3:32])([CH3:31])[CH3:30])[C:17]=2[CH:33]=1.[C:35]([Si:39]1([C:49]([CH3:52])([CH3:51])[CH3:50])[O:44][C@H:43]2[C@H:45]([OH:48])[CH2:46][O:47][C@@H:42]2[CH2:41][O:40]1)([CH3:38])([CH3:37])[CH3:36]. (8) Given the product [Br:11][CH2:10][C:3]1[C:4]([O:8][CH3:9])=[CH:5][CH:6]=[CH:7][C:2]=1[Cl:1], predict the reactants needed to synthesize it. The reactants are: [Cl:1][C:2]1[CH:7]=[CH:6][CH:5]=[C:4]([O:8][CH3:9])[C:3]=1[CH3:10].[Br:11]N1C(=O)CCC1=O.C1(C(OOC(=O)C2C=CC=CC=2)=O)C=CC=CC=1.